From a dataset of Full USPTO retrosynthesis dataset with 1.9M reactions from patents (1976-2016). Predict the reactants needed to synthesize the given product. (1) Given the product [CH:26]([S:29]([N:16]1[C:17]2[N:18]=[CH:19][N:20]=[C:21]([NH2:23])[C:22]=2[C:14]([C:11]2[CH:10]=[CH:9][C:8]([O:1][C:2]3[CH:7]=[CH:6][CH:5]=[CH:4][CH:3]=3)=[CH:13][CH:12]=2)=[CH:15]1)(=[O:31])=[O:30])([CH3:28])[CH3:27], predict the reactants needed to synthesize it. The reactants are: [O:1]([C:8]1[CH:13]=[CH:12][C:11]([C:14]2[C:22]3[C:21]([NH2:23])=[N:20][CH:19]=[N:18][C:17]=3[NH:16][CH:15]=2)=[CH:10][CH:9]=1)[C:2]1[CH:7]=[CH:6][CH:5]=[CH:4][CH:3]=1.[H-].[Na+].[CH:26]([S:29](Cl)(=[O:31])=[O:30])([CH3:28])[CH3:27].O. (2) Given the product [Br:26][CH2:25][CH2:24][CH2:23][O:1][C:9]([F:12])([F:11])[F:10], predict the reactants needed to synthesize it. The reactants are: [O:1]([C:9]([F:12])([F:11])[F:10])S(C(F)(F)F)(=O)=O.[F-].[Rb+].O([CH2:23][CH2:24][CH2:25][Br:26])S(C(F)(F)F)(=O)=O. (3) The reactants are: [CH3:1][O:2][C:3]1[CH:24]=[CH:23][C:6]([CH2:7][N:8]2[CH:12]=[C:11]([C:13](=[O:16])[CH:14]=[CH2:15])[C:10]([CH:17]([OH:22])[C:18]([F:21])([F:20])[F:19])=[N:9]2)=[CH:5][CH:4]=1.B(F)(F)F.CCOCC. Given the product [CH3:1][O:2][C:3]1[CH:4]=[CH:5][C:6]([CH2:7][N:8]2[CH:12]=[C:11]3[C:13](=[O:16])[CH2:14][CH2:15][O:22][CH:17]([C:18]([F:19])([F:20])[F:21])[C:10]3=[N:9]2)=[CH:23][CH:24]=1, predict the reactants needed to synthesize it. (4) Given the product [Cl:8][C:9]1[CH:10]=[CH:11][C:12]2[O:17][C:16](=[O:18])[CH:15]=[C:14]([O:19][CH2:20][CH2:34][CH2:32][NH:28][C:29](=[O:4])[CH3:31])[C:13]=2[CH:25]=1, predict the reactants needed to synthesize it. The reactants are: FC(F)(F)C(O)=[O:4].[Cl:8][C:9]1[CH:10]=[CH:11][C:12]2[O:17][C:16](=[O:18])[CH:15]=[C:14]([O:19][CH2:20]CCNC)[C:13]=2[CH:25]=1.CC[N:28]([CH:32]([CH3:34])C)[CH:29]([CH3:31])C.C(OC(=O)C)(=O)C. (5) Given the product [OH:15][C:13]1[CH:14]=[C:9]([CH:10]=[C:11]([O:23][CH2:24][C:25]2[CH:30]=[CH:29][CH:28]=[CH:27][CH:26]=2)[CH:12]=1)[C:8]([NH:7][C:4]1[CH:5]=[CH:6][N:2]([CH3:1])[N:3]=1)=[O:31], predict the reactants needed to synthesize it. The reactants are: [CH3:1][N:2]1[CH:6]=[CH:5][C:4]([NH:7][C:8](=[O:31])[C:9]2[CH:14]=[C:13]([O:15]CC3C=CC=CC=3)[CH:12]=[C:11]([O:23][CH2:24][C:25]3[CH:30]=[CH:29][CH:28]=[CH:27][CH:26]=3)[CH:10]=2)=[N:3]1.C([O-])=O.[NH4+]. (6) The reactants are: Cl.[CH:2]1([CH2:8][NH:9][C:10](=[O:33])[C@H:11]([NH:14][C:15]2[CH:20]=[N:19][C:18](/[CH:21]=[CH:22]/[C:23](=[O:32])[NH:24][O:25]C3CCCCO3)=[CH:17][N:16]=2)[CH2:12][CH3:13])[CH2:7][CH2:6][CH2:5][CH2:4][CH2:3]1. Given the product [CH:2]1([CH2:8][NH:9][C:10](=[O:33])[C@H:11]([NH:14][C:15]2[CH:20]=[N:19][C:18](/[CH:21]=[CH:22]/[C:23]([NH:24][OH:25])=[O:32])=[CH:17][N:16]=2)[CH2:12][CH3:13])[CH2:7][CH2:6][CH2:5][CH2:4][CH2:3]1, predict the reactants needed to synthesize it. (7) Given the product [CH3:1][C:2]1[CH:7]=[C:6]([C:29]2[S:33][C:32]([N:34]3[CH2:40][CH2:39][CH2:38][NH:37][C:36](=[O:41])[CH2:35]3)=[N:31][CH:30]=2)[CH:5]=[C:4]([NH:17][C:18]2[N:23]=[C:22]([C:24]([F:27])([F:25])[F:26])[CH:21]=[CH:20][N:19]=2)[CH:3]=1, predict the reactants needed to synthesize it. The reactants are: [CH3:1][C:2]1[CH:3]=[C:4]([NH:17][C:18]2[N:23]=[C:22]([C:24]([F:27])([F:26])[F:25])[CH:21]=[CH:20][N:19]=2)[CH:5]=[C:6](B2OC(C)(C)C(C)(C)O2)[CH:7]=1.Br[C:29]1[S:33][C:32]([N:34]2[CH2:40][CH2:39][CH2:38][NH:37][C:36](=[O:41])[CH2:35]2)=[N:31][CH:30]=1.C([O-])([O-])=O.[Na+].[Na+].